Dataset: Forward reaction prediction with 1.9M reactions from USPTO patents (1976-2016). Task: Predict the product of the given reaction. (1) The product is: [CH:29]([C:32]1[N:33]([C:2]2[N:10]=[C:9]3[C:5]([N:6]=[C:7]([CH2:12][N:13]4[CH2:14][CH:15]([N:17]5[CH2:22][CH2:21][O:20][CH2:19][CH2:18]5)[CH2:16]4)[N:8]3[CH3:11])=[C:4]([N:23]3[CH2:24][CH2:25][O:26][CH2:27][CH2:28]3)[N:3]=2)[C:34]2[CH:40]=[CH:39][CH:38]=[CH:37][C:35]=2[N:36]=1)([CH3:31])[CH3:30]. Given the reactants Cl[C:2]1[N:10]=[C:9]2[C:5]([N:6]=[C:7]([CH2:12][N:13]3[CH2:16][CH:15]([N:17]4[CH2:22][CH2:21][O:20][CH2:19][CH2:18]4)[CH2:14]3)[N:8]2[CH3:11])=[C:4]([N:23]2[CH2:28][CH2:27][O:26][CH2:25][CH2:24]2)[N:3]=1.[CH:29]([C:32]1[NH:33][C:34]2[CH:40]=[CH:39][CH:38]=[CH:37][C:35]=2[N:36]=1)([CH3:31])[CH3:30].CC(C1C=C(C(C)C)C(C2C=CC=CC=2P(C2CCCCC2)C2CCCCC2)=C(C(C)C)C=1)C.C([O-])([O-])=O.[Cs+].[Cs+], predict the reaction product. (2) Given the reactants [N:1]1([CH2:6][C:7]#[C:8][C:9]2[CH:14]=[CH:13][C:12]([C:15]([C:17]3[CH:22]=[CH:21][C:20]([O:23][CH:24]4[CH2:29][CH2:28][CH2:27][CH2:26][O:25]4)=[CH:19][CH:18]=3)=[O:16])=[CH:11][CH:10]=2)[CH2:5][CH2:4][CH2:3][CH2:2]1, predict the reaction product. The product is: [N:1]1([CH2:6][CH2:7][CH2:8][C:9]2[CH:10]=[CH:11][C:12]([C:15]([C:17]3[CH:18]=[CH:19][C:20]([O:23][CH:24]4[CH2:29][CH2:28][CH2:27][CH2:26][O:25]4)=[CH:21][CH:22]=3)=[O:16])=[CH:13][CH:14]=2)[CH2:2][CH2:3][CH2:4][CH2:5]1. (3) The product is: [C:1]([O:4][CH2:5][C@@H:6]1[C@@H:13]2[C@@H:9]([O:10][C:11]([CH3:15])([CH3:14])[O:12]2)[C@H:8]([N:16]2[CH:24]=[N:23][C:22]3[C:17]2=[N:18][CH:19]=[N:20][C:21]=3[CH2:32][C:31]2[CH:34]=[CH:35][C:28]([F:27])=[CH:29][CH:30]=2)[O:7]1)(=[O:3])[CH3:2]. Given the reactants [C:1]([O:4][CH2:5][C@@H:6]1[C@@H:13]2[C@@H:9]([O:10][C:11]([CH3:15])([CH3:14])[O:12]2)[C@H:8]([N:16]2[CH:24]=[N:23][C:22]3[C:17]2=[N:18][CH:19]=[N:20][C:21]=3Cl)[O:7]1)(=[O:3])[CH3:2].[Cl-].[F:27][C:28]1[CH:35]=[CH:34][C:31]([CH2:32][Zn+])=[CH:30][CH:29]=1.[NH4+].[Cl-].C(N(CC([O-])=O)CC(O)=O)CN(CC([O-])=O)CC(O)=O.[Na+].[Na+], predict the reaction product. (4) The product is: [Br:1][C:2]1[CH:7]=[CH:6][C:5]([NH:8][C:21]2[CH:26]=[C:25]([Cl:27])[N:24]=[N:23][C:22]=2[C:28]([OH:30])=[O:29])=[C:4]([F:9])[CH:3]=1. Given the reactants [Br:1][C:2]1[CH:7]=[CH:6][C:5]([NH2:8])=[C:4]([F:9])[CH:3]=1.[Li+].C[Si]([N-][Si](C)(C)C)(C)C.Cl[C:21]1[CH:26]=[C:25]([Cl:27])[N:24]=[N:23][C:22]=1[C:28]([OH:30])=[O:29], predict the reaction product. (5) Given the reactants [C:1]([N:5]1[C:9](=[O:10])[CH:8]=[C:7](Cl)[S:6]1(=[O:13])=[O:12])([CH3:4])([CH3:3])[CH3:2].[Si:14]([O:21][C:22]1[CH:23]=[C:24](B(O)O)[CH:25]=[CH:26][CH:27]=1)([C:17]([CH3:20])([CH3:19])[CH3:18])([CH3:16])[CH3:15], predict the reaction product. The product is: [C:1]([N:5]1[C:9](=[O:10])[CH:8]=[C:7]([C:24]2[CH:25]=[CH:26][CH:27]=[C:22]([O:21][Si:14]([C:17]([CH3:20])([CH3:19])[CH3:18])([CH3:15])[CH3:16])[CH:23]=2)[S:6]1(=[O:13])=[O:12])([CH3:4])([CH3:3])[CH3:2].